From a dataset of Reaction yield outcomes from USPTO patents with 853,638 reactions. Predict the reaction yield, written as a fraction of the theoretical maximum amount of product (1.0 means a 100% yield; for example, 0.34 means a 34% yield). (1) The reactants are Cl[C:2]1[CH:7]=[C:6]([Cl:8])[N:5]=[CH:4][N:3]=1.[NH:9]1[CH:13]=[CH:12][N:11]=[CH:10]1.C(=O)([O-])[O-].[K+].[K+].O. The catalyst is CN(C=O)C. The product is [Cl:8][C:6]1[CH:7]=[C:2]([N:9]2[CH:13]=[CH:12][N:11]=[CH:10]2)[N:3]=[CH:4][N:5]=1. The yield is 0.630. (2) The reactants are [NH2:1][C:2]1[CH:3]=[N:4][N:5]([CH3:26])[C:6]=1[C:7]1[CH:8]=[C:9]([C@@H:14]([NH:18][C:19](=[O:25])[O:20][C:21]([CH3:24])([CH3:23])[CH3:22])[CH2:15][CH:16]=[CH2:17])[CH:10]=[C:11]([F:13])[CH:12]=1.[CH3:27][C@H:28]([CH:32]=[CH2:33])[C:29](O)=[O:30].C(P1(=O)OP(CCC)(=O)OP(CCC)(=O)O1)CC.CCN(C(C)C)C(C)C. The catalyst is CCOC(C)=O. The product is [F:13][C:11]1[CH:10]=[C:9]([C@@H:14]([NH:18][C:19](=[O:25])[O:20][C:21]([CH3:22])([CH3:24])[CH3:23])[CH2:15][CH:16]=[CH2:17])[CH:8]=[C:7]([C:6]2[N:5]([CH3:26])[N:4]=[CH:3][C:2]=2[NH:1][C:29](=[O:30])[C@H:28]([CH3:27])[CH:32]=[CH2:33])[CH:12]=1. The yield is 0.410. (3) The reactants are Br[C:2]1[CH:3]=[CH:4][C:5]([F:29])=[C:6]([C:8]2([C:19]3[CH:24]=[CH:23][N:22]=[C:21]([C:25]([F:28])([F:27])[F:26])[CH:20]=3)[C:16]3[C:11](=[C:12]([F:17])[CH:13]=[CH:14][CH:15]=3)[C:10]([NH2:18])=[N:9]2)[CH:7]=1.[CH3:30][S:31]([C:34]1[CH:35]=[C:36](B(O)O)[CH:37]=[N:38][CH:39]=1)(=[O:33])=[O:32]. No catalyst specified. The product is [F:17][C:12]1[CH:13]=[CH:14][CH:15]=[C:16]2[C:11]=1[C:10]([NH2:18])=[N:9][C:8]2([C:6]1[CH:7]=[C:2]([C:36]2[CH:37]=[N:38][CH:39]=[C:34]([S:31]([CH3:30])(=[O:33])=[O:32])[CH:35]=2)[CH:3]=[CH:4][C:5]=1[F:29])[C:19]1[CH:24]=[CH:23][N:22]=[C:21]([C:25]([F:26])([F:27])[F:28])[CH:20]=1. The yield is 0.580. (4) The reactants are [CH2:1]([O:8][C:9]1[CH:48]=[CH:47][C:12]([CH2:13][C@H:14]([NH:35][C:36](=[O:46])[O:37][C@H:38]2[C@H:45]3[C@H:41]([O:42][CH2:43][CH2:44]3)[O:40][CH2:39]2)[C@H:15]([OH:34])[CH2:16][N:17]([CH2:30][CH:31]([CH3:33])[CH3:32])[S:18]([C:21]2[CH:26]=[CH:25][C:24]([N+:27]([O-:29])=[O:28])=[CH:23][CH:22]=2)(=[O:20])=[O:19])=[CH:11][CH:10]=1)[C:2]1[CH:7]=[CH:6][CH:5]=[CH:4][CH:3]=1.CO[C:51](OC)([CH3:53])[CH3:52].C1(C)C=CC(S(O)(=O)=O)=CC=1. The catalyst is ClCCl. The product is [CH2:1]([O:8][C:9]1[CH:10]=[CH:11][C:12]([CH2:13][C@H:14]2[C@@H:15]([CH2:16][N:17]([CH2:30][CH:31]([CH3:33])[CH3:32])[S:18]([C:21]3[CH:22]=[CH:23][C:24]([N+:27]([O-:29])=[O:28])=[CH:25][CH:26]=3)(=[O:19])=[O:20])[O:34][C:51]([CH3:53])([CH3:52])[N:35]2[C:36]([O:37][C@H:38]2[C@H:45]3[C@H:41]([O:42][CH2:43][CH2:44]3)[O:40][CH2:39]2)=[O:46])=[CH:47][CH:48]=1)[C:2]1[CH:3]=[CH:4][CH:5]=[CH:6][CH:7]=1. The yield is 0.700.